From a dataset of Forward reaction prediction with 1.9M reactions from USPTO patents (1976-2016). Predict the product of the given reaction. (1) Given the reactants [CH3:1][O:2][C:3]([O:5][CH2:6][C@:7]12[C:20](=[O:21])[CH:19]([C:22]([O:24][CH3:25])=[O:23])[CH2:18][CH2:17][C@@H:16]1[C@:15]1([CH3:26])[CH:10]([C:11]([CH3:28])([CH3:27])[CH2:12][CH2:13][CH2:14]1)[CH2:9][CH2:8]2)=[O:4].[Zn](CC)[CH2:30]C.C(I)I, predict the reaction product. The product is: [CH3:1][O:2][C:3]([O:5][CH2:6][C@:7]12[C:20](=[O:21])[CH2:30][CH:19]([C:22]([O:24][CH3:25])=[O:23])[CH2:18][CH2:17][C@@H:16]1[C@:15]1([CH3:26])[CH:10]([CH2:9][CH2:8]2)[C:11]([CH3:28])([CH3:27])[CH2:12][CH2:13][CH2:14]1)=[O:4]. (2) The product is: [C:1]([O:5][C:6]([N:8]1[CH2:13][CH2:12][C:11](=[O:14])[CH2:10][C@@H:9]1[C:15]([O:17][CH2:18][C:19]1[CH:24]=[CH:23][CH:22]=[CH:21][CH:20]=1)=[O:16])=[O:7])([CH3:4])([CH3:2])[CH3:3]. Given the reactants [C:1]([O:5][C:6]([N:8]1[CH2:13][CH2:12][C:11](=[O:14])[CH2:10][C@@H:9]1[C:15]([OH:17])=[O:16])=[O:7])([CH3:4])([CH3:3])[CH3:2].[CH2:18](O)[C:19]1[CH:24]=[CH:23][CH:22]=[CH:21][CH:20]=1.C1(N=C=NC2CCCCC2)CCCCC1, predict the reaction product. (3) Given the reactants I[C:2]1[C:11](=[O:12])[C:10]2[C:5](=[CH:6][CH:7]=[CH:8][CH:9]=2)[S:4][C:3]=1[CH3:13].[C:14]1(B(O)O)[CH:19]=[CH:18][CH:17]=[CH:16][CH:15]=1.C(=O)([O-])[O-].[K+].[K+], predict the reaction product. The product is: [CH3:13][C:3]1[S:4][C:5]2[C:10]([C:11](=[O:12])[C:2]=1[C:14]1[CH:19]=[CH:18][CH:17]=[CH:16][CH:15]=1)=[CH:9][CH:8]=[CH:7][CH:6]=2. (4) The product is: [CH3:22][S:19]([C:3]1[C:2]([C:31]2[CH:32]=[C:33]([C:37]([O:39][CH2:40][CH3:41])=[O:38])[CH:34]=[N:35][CH:36]=2)=[CH:7][N:6]=[C:5]([NH:8][C:9]2[CH:14]=[CH:13][CH:12]=[C:11]([S:15]([CH3:18])(=[O:17])=[O:16])[CH:10]=2)[N:4]=1)(=[O:21])=[O:20]. Given the reactants Br[C:2]1[C:3]([S:19]([CH3:22])(=[O:21])=[O:20])=[N:4][C:5]([NH:8][C:9]2[CH:14]=[CH:13][CH:12]=[C:11]([S:15]([CH3:18])(=[O:17])=[O:16])[CH:10]=2)=[N:6][CH:7]=1.CC1(C)C(C)(C)OB([C:31]2[CH:32]=[C:33]([C:37]([O:39][CH2:40][CH3:41])=[O:38])[CH:34]=[N:35][CH:36]=2)O1.C(Cl)Cl.C1(P(C2CCCCC2)C2C=CC=CC=2C2C(C(C)C)=CC(C(C)C)=CC=2C(C)C)CCCCC1.C(=O)([O-])[O-].[Na+].[Na+], predict the reaction product. (5) Given the reactants Cl.[Br:2][C:3]1[S:7][C:6]([C:8](=[NH:22])[NH:9][C:10]2[CH:11]=[C:12]([CH:17]=[CH:18][C:19]=2[O:20][CH3:21])[C:13]([O:15][CH3:16])=[O:14])=[CH:5][CH:4]=1.[O-:23]Cl.[Na+:25], predict the reaction product. The product is: [C:13]([O-:15])([OH:23])=[O:14].[Na+:25].[Br:2][C:3]1[S:7][C:6]([C:8]2[NH:9][C:10]3[C:19]([O:20][CH3:21])=[CH:18][CH:17]=[C:12]([C:13]([O:15][CH3:16])=[O:14])[C:11]=3[N:22]=2)=[CH:5][CH:4]=1.